From a dataset of Catalyst prediction with 721,799 reactions and 888 catalyst types from USPTO. Predict which catalyst facilitates the given reaction. (1) Reactant: [NH2:1][C:2]1[N:23]=[C:5]2[CH:6]=[C:7]([C:14]3[CH:15]=[N:16][C:17]([N:20]([CH3:22])[CH3:21])=[N:18][CH:19]=3)[CH:8]=[C:9]([C:10]([NH:12][NH2:13])=[O:11])[N:4]2[N:3]=1.[C:24](Cl)(=[O:29])[CH2:25][CH:26]([CH3:28])[CH3:27]. Product: [CH3:27][CH:26]([CH3:28])[CH2:25][C:24]([NH:13][NH:12][C:10]([C:9]1[N:4]2[N:3]=[C:2]([NH2:1])[N:23]=[C:5]2[CH:6]=[C:7]([C:14]2[CH:19]=[N:18][C:17]([N:20]([CH3:21])[CH3:22])=[N:16][CH:15]=2)[CH:8]=1)=[O:11])=[O:29]. The catalyst class is: 523. (2) The catalyst class is: 8. Product: [C:1]1([CH3:38])[CH:6]=[CH:5][CH:4]=[CH:3][C:2]=1[NH:7][C:8]1[O:9][C:10]2[CH:16]=[C:15]([CH2:17][C:18]([NH:20][C:21]3[CH:22]=[CH:23][C:24]([CH:30]([CH3:37])[CH2:31][C:32]([OH:34])=[O:33])=[C:25]4[C:29]=3[CH2:28][CH2:27][CH2:26]4)=[O:19])[CH:14]=[CH:13][C:11]=2[N:12]=1. Reactant: [C:1]1([CH3:38])[CH:6]=[CH:5][CH:4]=[CH:3][C:2]=1[NH:7][C:8]1[O:9][C:10]2[CH:16]=[C:15]([CH2:17][C:18]([NH:20][C:21]3[CH:22]=[CH:23][C:24]([CH:30]([CH3:37])[CH2:31][C:32]([O:34]CC)=[O:33])=[C:25]4[C:29]=3[CH2:28][CH2:27][CH2:26]4)=[O:19])[CH:14]=[CH:13][C:11]=2[N:12]=1.[OH-].[Na+]. (3) The catalyst class is: 12. Product: [O:1]=[C:2]1[NH:6][C:5](=[O:7])[CH:4]([CH2:8][C:9]2[CH:14]=[CH:13][C:12]([C:15]3[CH:20]=[CH:19][CH:18]=[C:17]([CH2:21][N:22]([CH3:34])[C:23](=[O:33])[CH2:24][CH2:25][CH2:26][CH2:27][CH2:28][CH2:29][CH2:30][CH2:31][CH3:32])[CH:16]=3)=[CH:11][CH:10]=2)[S:3]1. Reactant: [O:1]=[C:2]1[NH:6][C:5](=[O:7])[C:4](=[CH:8][C:9]2[CH:14]=[CH:13][C:12]([C:15]3[CH:20]=[CH:19][CH:18]=[C:17]([CH2:21][N:22]([CH3:34])[C:23](=[O:33])[CH2:24][CH2:25][CH2:26][CH2:27][CH2:28][CH2:29][CH2:30][CH2:31][CH3:32])[CH:16]=3)=[CH:11][CH:10]=2)[S:3]1. (4) Reactant: [Si:1]([O:8][C@H:9]1[CH2:14][CH2:13][C@H:12]([N:15]2[CH:19]=[C:18]([C:20]3[CH:25]=[N:24][C:23]([N:26]([C:34]([O:36][C:37]([CH3:40])([CH3:39])[CH3:38])=[O:35])[C:27]([O:29][C:30]([CH3:33])([CH3:32])[CH3:31])=[O:28])=[C:22]4[O:41][CH:42]=[CH:43][C:21]=34)[CH:17]=[N:16]2)[CH2:11][CH2:10]1)([C:4]([CH3:7])([CH3:6])[CH3:5])([CH3:3])[CH3:2].C([N-]C(C)C)(C)C.[Li+].Cl[Sn:53]([CH3:56])([CH3:55])[CH3:54]. Product: [Si:1]([O:8][C@H:9]1[CH2:14][CH2:13][C@H:12]([N:15]2[CH:19]=[C:18]([C:20]3[CH:25]=[N:24][C:23]([N:26]([C:34]([O:36][C:37]([CH3:40])([CH3:39])[CH3:38])=[O:35])[C:27]([O:29][C:30]([CH3:31])([CH3:32])[CH3:33])=[O:28])=[C:22]4[O:41][C:42]([Sn:53]([CH3:56])([CH3:55])[CH3:54])=[CH:43][C:21]=34)[CH:17]=[N:16]2)[CH2:11][CH2:10]1)([C:4]([CH3:5])([CH3:6])[CH3:7])([CH3:3])[CH3:2]. The catalyst class is: 1. (5) Reactant: O=[C:2]([C:14]1[CH:19]=[CH:18][CH:17]=[CH:16][CH:15]=1)[CH2:3][NH:4][C:5]1([C:10]([O:12]C)=O)[CH2:9][CH2:8][CH2:7][CH2:6]1.Cl.[CH2:21]([O:23][C:24](=[O:27])[CH2:25][NH2:26])[CH3:22].CC(O)=O.[BH3-]C#N.[Na+]. Product: [O:12]=[C:10]1[C:5]2([CH2:6][CH2:7][CH2:8][CH2:9]2)[NH:4][CH2:3][C@@H:2]([C:14]2[CH:19]=[CH:18][CH:17]=[CH:16][CH:15]=2)[N:26]1[CH2:25][C:24]([O:23][CH2:21][CH3:22])=[O:27]. The catalyst class is: 14. (6) Reactant: [CH2:1]([O:3][P:4]([NH:9][C@H:10]1[C@H:15]([CH3:16])[CH2:14][CH2:13][N:12](C(OCC2C=CC=CC=2)=O)[CH2:11]1)([O:6][CH2:7][CH3:8])=[O:5])[CH3:2].[H][H]. Product: [CH3:16][C@@H:15]1[CH2:14][CH2:13][NH:12][CH2:11][C@H:10]1[NH:9][P:4](=[O:5])([O:6][CH2:7][CH3:8])[O:3][CH2:1][CH3:2]. The catalyst class is: 19. (7) Reactant: [CH3:1][C:2]1[O:3][CH:4]=[C:5]([C:7]([F:10])([F:9])[F:8])[CH:6]=1.[Br:11]N1C(=O)CCC1=O. Product: [Br:11][CH2:1][C:2]1[O:3][CH:4]=[C:5]([C:7]([F:10])([F:9])[F:8])[CH:6]=1. The catalyst class is: 734. (8) The catalyst class is: 3. Product: [C:49]([C:51]1[CH:56]=[CH:55][C:54]([C:57]2[CH:62]=[CH:61][CH:60]=[C:59]([NH:63][C:22]([C:17]3[C:18](=[O:21])[O:19][C:20]4[C:15]([CH:16]=3)=[CH:14][CH:13]=[CH:12][C:11]=4[OH:10])=[O:24])[CH:58]=2)=[CH:53][C:52]=1[F:64])#[N:50]. Reactant: CCN(C(C)C)C(C)C.[OH:10][C:11]1[CH:12]=[CH:13][CH:14]=[C:15]2[C:20]=1[O:19][C:18](=[O:21])[C:17]([C:22]([OH:24])=O)=[CH:16]2.CN(C(ON1N=NC2C=CC=NC1=2)=[N+](C)C)C.F[P-](F)(F)(F)(F)F.[C:49]([C:51]1[CH:56]=[CH:55][C:54]([C:57]2[CH:62]=[CH:61][CH:60]=[C:59]([NH2:63])[CH:58]=2)=[CH:53][C:52]=1[F:64])#[N:50]. (9) Reactant: Cl.[CH3:2][CH:3]1[CH2:8][NH:7][CH2:6][CH2:5][N:4]1[CH2:9][CH2:10][C:11]1[CH:16]=[CH:15][C:14]([N+:17]([O-:19])=[O:18])=[CH:13][CH:12]=1.Br[CH2:21][CH2:22][C:23]1[CH:28]=[CH:27][C:26]([N+:29]([O-:31])=[O:30])=[CH:25][CH:24]=1.C([O-])([O-])=O.[K+].[K+]. Product: [CH3:2][CH:3]1[CH2:8][N:7]([CH2:21][CH2:22][C:23]2[CH:24]=[CH:25][C:26]([N+:29]([O-:31])=[O:30])=[CH:27][CH:28]=2)[CH2:6][CH2:5][N:4]1[CH2:9][CH2:10][C:11]1[CH:16]=[CH:15][C:14]([N+:17]([O-:19])=[O:18])=[CH:13][CH:12]=1. The catalyst class is: 639. (10) Reactant: [F:1][C:2]1[CH:7]=[C:6]([F:8])[CH:5]=[CH:4][C:3]=1[OH:9].C(N(CC)CC)C.Cl[C:18]([O:20][CH2:21][CH3:22])=[O:19].C([O-])(O)=O.[Na+]. Product: [C:18](=[O:19])([O:20][CH2:21][CH3:22])[O:9][C:3]1[CH:4]=[CH:5][C:6]([F:8])=[CH:7][C:2]=1[F:1]. The catalyst class is: 2.